From a dataset of Reaction yield outcomes from USPTO patents with 853,638 reactions. Predict the reaction yield, written as a fraction of the theoretical maximum amount of product (1.0 means a 100% yield; for example, 0.34 means a 34% yield). The reactants are [CH3:1][O:2][C:3]1[CH:8]=[CH:7][C:6]([C:9]2[N:10]=[C:11]([CH:31]=O)[N:12]3[C:17]4[CH:18]=[CH:19][N:20]([S:21]([C:24]5[CH:30]=[CH:29][C:27]([CH3:28])=[CH:26][CH:25]=5)(=[O:23])=[O:22])[C:16]=4[N:15]=[CH:14][C:13]=23)=[CH:5][CH:4]=1.CC(O)=O.[CH:37]1([NH2:40])[CH2:39][CH2:38]1.C([BH3-])#N. The catalyst is ClCCCl. The product is [CH3:1][O:2][C:3]1[CH:8]=[CH:7][C:6]([C:9]2[N:10]=[C:11]([CH2:31][NH:40][CH:37]3[CH2:39][CH2:38]3)[N:12]3[C:17]4[CH:18]=[CH:19][N:20]([S:21]([C:24]5[CH:30]=[CH:29][C:27]([CH3:28])=[CH:26][CH:25]=5)(=[O:23])=[O:22])[C:16]=4[N:15]=[CH:14][C:13]=23)=[CH:5][CH:4]=1. The yield is 0.610.